This data is from Catalyst prediction with 721,799 reactions and 888 catalyst types from USPTO. The task is: Predict which catalyst facilitates the given reaction. (1) Reactant: [CH2:1]([O:3][C:4](=[O:38])[CH:5]([C:19]1[CH:24]=[CH:23][C:22]([O:25][C@H:26]2[CH2:30][CH2:29][N:28]([C:31]([O:33][C:34]([CH3:37])([CH3:36])[CH3:35])=[O:32])[CH2:27]2)=[CH:21][CH:20]=1)[CH2:6][C:7]1[CH:16]=[CH:15][C:14]2[C:9](=[CH:10][C:11]([C:17]#[N:18])=[CH:12][CH:13]=2)[CH:8]=1)[CH3:2].[NH2-].[Na+]. Product: [CH2:1]([O:3][C:4](=[O:38])[C@H:5]([C:19]1[CH:24]=[CH:23][C:22]([O:25][C@H:26]2[CH2:30][CH2:29][N:28]([C:31]([O:33][C:34]([CH3:37])([CH3:36])[CH3:35])=[O:32])[CH2:27]2)=[CH:21][CH:20]=1)[CH2:6][C:7]1[CH:16]=[CH:15][C:14]2[C:9](=[CH:10][C:11]([C:17]#[N:18])=[CH:12][CH:13]=2)[CH:8]=1)[CH3:2]. The catalyst class is: 8. (2) Reactant: F[C:2]1[CH:10]=[CH:9][C:8]([N+:11]([O-:13])=[O:12])=[CH:7][C:3]=1[C:4]([OH:6])=[O:5].[Cl:14][C:15]1[CH:16]=[C:17]([CH2:22][CH2:23][CH2:24][CH2:25][C:26]2[CH:31]=[CH:30][C:29]([NH2:32])=[CH:28][CH:27]=2)[CH:18]=[CH:19][C:20]=1[Cl:21].CCN(CC)CC. Product: [Cl:14][C:15]1[CH:16]=[C:17]([CH2:22][CH2:23][CH2:24][CH2:25][C:26]2[CH:27]=[CH:28][C:29]([NH:32][C:2]3[CH:10]=[CH:9][C:8]([N+:11]([O-:13])=[O:12])=[CH:7][C:3]=3[C:4]([OH:6])=[O:5])=[CH:30][CH:31]=2)[CH:18]=[CH:19][C:20]=1[Cl:21]. The catalyst class is: 10.